From a dataset of Full USPTO retrosynthesis dataset with 1.9M reactions from patents (1976-2016). Predict the reactants needed to synthesize the given product. (1) Given the product [CH:15]1([C:18]2[NH:19][CH:2]=[C:3]([C:5]3[CH:6]=[CH:7][C:8]([O:11][CH3:12])=[CH:9][C:10]=3[O:25][CH3:23])[N:20]=2)[CH2:17][CH2:16]1, predict the reactants needed to synthesize it. The reactants are: Br[CH2:2][C:3]([C:5]1[CH:10]=[CH:9][C:8]([O:11][CH3:12])=[C:7](OC)[CH:6]=1)=O.[CH:15]1([C:18]([NH2:20])=[NH:19])[CH2:17][CH2:16]1.[OH-].[Na+].[CH2:23]([OH:25])C. (2) The reactants are: [Cl:1][C:2]1[CH:7]=[CH:6][C:5]([C@H:8]2[C@H:13]([OH:14])[C@@H:12]([OH:15])[C@H:11]([OH:16])[C@@H:10]([CH2:17][OH:18])[O:9]2)=[CH:4][C:3]=1[CH2:19][C:20]1[S:21][C:22]([C:25]2[O:26][CH:27]=[CH:28][CH:29]=2)=[CH:23][N:24]=1.[NH:30]([C:39]([O:41][C:42]([CH3:45])([CH3:44])[CH3:43])=[O:40])[C@H:31]([C:36](O)=[O:37])[C@H:32]([CH2:34][CH3:35])[CH3:33].CCN=C=NCCCN(C)C.Cl. Given the product [C:42]([O:41][C:39]([NH:30][C@@H:31]([C@@H:32]([CH3:33])[CH2:34][CH3:35])[C:36]([O:18][CH2:17][C@@H:10]1[C@@H:11]([OH:16])[C@H:12]([OH:15])[C@@H:13]([OH:14])[C@H:8]([C:5]2[CH:6]=[CH:7][C:2]([Cl:1])=[C:3]([CH2:19][C:20]3[S:21][C:22]([C:25]4[O:26][CH:27]=[CH:28][CH:29]=4)=[CH:23][N:24]=3)[CH:4]=2)[O:9]1)=[O:37])=[O:40])([CH3:45])([CH3:44])[CH3:43], predict the reactants needed to synthesize it.